From a dataset of Full USPTO retrosynthesis dataset with 1.9M reactions from patents (1976-2016). Predict the reactants needed to synthesize the given product. (1) Given the product [CH:30]1([CH2:33][N:15]2[CH2:14][CH2:13][C:12]3[C:17](=[CH:18][C:9]([NH:8][C:5]4[N:4]=[C:3]([NH:19][C@@H:20]5[CH2:25][CH2:24][CH2:23][N:22]([C:26](=[O:29])[CH:27]=[CH2:28])[CH2:21]5)[C:2]([F:1])=[CH:7][N:6]=4)=[CH:10][CH:11]=3)[CH2:16]2)[CH2:32][CH2:31]1, predict the reactants needed to synthesize it. The reactants are: [F:1][C:2]1[C:3]([NH:19][C@@H:20]2[CH2:25][CH2:24][CH2:23][N:22]([C:26](=[O:29])[CH:27]=[CH2:28])[CH2:21]2)=[N:4][C:5]([NH:8][C:9]2[CH:18]=[C:17]3[C:12]([CH2:13][CH2:14][NH:15][CH2:16]3)=[CH:11][CH:10]=2)=[N:6][CH:7]=1.[CH:30]1([CH:33]=O)[CH2:32][CH2:31]1.C(N(CC)CC)C.[BH3-]C#N.[Na+]. (2) Given the product [C:47]([C:43]1[CH:42]=[C:41]([NH:40][C:32]([NH:19][C:18]2[CH:17]=[CH:16][C:15]([C:12]3[N:11]=[C:10]([N:22]4[CH2:27][CH2:26][O:25][CH2:24][CH2:23]4)[C:9]4[C:14](=[C:5]5[CH:4]=[CH:3][N:2]([CH3:1])[C:6]5=[CH:7][CH:8]=4)[N:13]=3)=[CH:21][CH:20]=2)=[O:38])[CH:46]=[CH:45][CH:44]=1)(=[O:49])[CH3:48], predict the reactants needed to synthesize it. The reactants are: [CH3:1][N:2]1[C:6]2=[CH:7][CH:8]=[C:9]3[C:14]([N:13]=[C:12]([C:15]4[CH:21]=[CH:20][C:18]([NH2:19])=[CH:17][CH:16]=4)[N:11]=[C:10]3[N:22]3[CH2:27][CH2:26][O:25][CH2:24][CH2:23]3)=[C:5]2[CH:4]=[CH:3]1.ClC(Cl)(O[C:32](=[O:38])OC(Cl)(Cl)Cl)Cl.[NH2:40][C:41]1[CH:42]=[C:43]([C:47](=[O:49])[CH3:48])[CH:44]=[CH:45][CH:46]=1. (3) Given the product [Br:25][C:26]1[CH:27]=[C:28]([N:32]2[C:2]3[C:3](=[CH:14][CH:15]=[C:16]([OH:18])[CH:17]=3)[C:4]([C:6]3[CH:11]=[CH:10][C:9]([OH:12])=[CH:8][C:7]=3[OH:13])=[N:33]2)[CH:29]=[CH:30][CH:31]=1, predict the reactants needed to synthesize it. The reactants are: O[C:2]1[CH:17]=[C:16]([OH:18])[CH:15]=[CH:14][C:3]=1[C:4]([C:6]1[CH:11]=[CH:10][C:9]([OH:12])=[CH:8][C:7]=1[OH:13])=O.C([O-])(=O)C.[Na+].Cl.[Br:25][C:26]1[CH:27]=[C:28]([NH:32][NH2:33])[CH:29]=[CH:30][CH:31]=1. (4) Given the product [ClH:30].[ClH:30].[NH2:22][C@@H:20]1[CH2:21][C@H:19]1[C:15]1[CH:14]=[C:13]([CH:18]=[CH:17][CH:16]=1)[C:11]([NH:10][C:8]1[CH:7]=[N:6][N:5]([CH2:4][CH:1]2[CH2:2][CH2:3]2)[CH:9]=1)=[O:12], predict the reactants needed to synthesize it. The reactants are: [CH:1]1([CH2:4][N:5]2[CH:9]=[C:8]([NH:10][C:11]([C:13]3[CH:14]=[C:15]([C@@H:19]4[CH2:21][C@H:20]4[NH:22]C(=O)OC(C)(C)C)[CH:16]=[CH:17][CH:18]=3)=[O:12])[CH:7]=[N:6]2)[CH2:3][CH2:2]1.[ClH:30].C(OCC)(=O)C. (5) Given the product [F:38][C:25]1[CH:26]=[C:27]([C:30]2[C:31]([C:36]#[N:37])=[CH:32][CH:33]=[CH:34][CH:35]=2)[CH:28]=[CH:29][C:24]=1[CH2:23][C:20]1[C:21](=[O:22])[N:16]([C@H:13]2[CH2:14][CH2:15][C@H:10]([O:9][CH2:8][C:4]3([OH:51])[CH2:7][CH2:6][CH2:5]3)[CH2:11][CH2:12]2)[C:17]2[N:18]([N:42]=[CH:43][N:44]=2)[C:19]=1[CH2:39][CH2:40][CH3:41], predict the reactants needed to synthesize it. The reactants are: C([C:4]1([CH2:8][O:9][C@H:10]2[CH2:15][CH2:14][C@H:13]([N:16]3[C:21](=[O:22])[C:20]([CH2:23][C:24]4[CH:29]=[CH:28][C:27]([C:30]5[C:31]([C:36]#[N:37])=[CH:32][CH:33]=[CH:34][CH:35]=5)=[CH:26][C:25]=4[F:38])=[C:19]([CH2:39][CH2:40][CH3:41])[N:18]4[N:42]=[CH:43][N:44]=[C:17]34)[CH2:12][CH2:11]2)[CH2:7][CH2:6][CH2:5]1)(=O)C.O.OO.FC(F)(F)C(OC(=O)C(F)(F)F)=[O:51].C(=O)([O-])O.[Na+].S([O-])([O-])(=O)=S.[Na+].[Na+]. (6) Given the product [OH:17][CH2:18][CH2:19][O:20][CH2:21][CH2:22][O:23][C:24]1[CH:25]=[C:26]([C:32]([CH2:33][CH3:34])=[C:8]([C:10]2[CH:15]=[CH:14][C:13]([OH:16])=[CH:12][CH:11]=2)[C:5]2[CH:6]=[CH:7][C:2]([OH:1])=[CH:3][CH:4]=2)[CH:27]=[CH:28][C:29]=1[O:30][CH3:31], predict the reactants needed to synthesize it. The reactants are: [OH:1][C:2]1[CH:7]=[CH:6][C:5]([C:8]([C:10]2[CH:15]=[CH:14][C:13]([OH:16])=[CH:12][CH:11]=2)=O)=[CH:4][CH:3]=1.[OH:17][CH2:18][CH2:19][O:20][CH2:21][CH2:22][O:23][C:24]1[CH:25]=[C:26]([C:32](=O)[CH2:33][CH3:34])[CH:27]=[CH:28][C:29]=1[O:30][CH3:31].